The task is: Predict the reactants needed to synthesize the given product.. This data is from Full USPTO retrosynthesis dataset with 1.9M reactions from patents (1976-2016). (1) Given the product [NH2:21][C:18]1[CH:19]=[CH:20][C:11]([O:10][CH:9]([C:3]2[C:4]([F:8])=[CH:5][CH:6]=[CH:7][C:2]=2[F:1])[C:24]2[CH:29]=[CH:28][CH:27]=[CH:26][CH:25]=2)=[C:12]([CH:17]=1)[C:13]([O:15][CH3:16])=[O:14], predict the reactants needed to synthesize it. The reactants are: [F:1][C:2]1[CH:7]=[CH:6][CH:5]=[C:4]([F:8])[C:3]=1[CH:9]([C:24]1[CH:29]=[CH:28][CH:27]=[CH:26][CH:25]=1)[O:10][C:11]1[CH:20]=[CH:19][C:18]([N+:21]([O-])=O)=[CH:17][C:12]=1[C:13]([O:15][CH3:16])=[O:14]. (2) Given the product [Cl:1][C:2]1[N:7]=[C:6]([N:8]([CH2:17][CH2:18][C:19]2[CH:24]=[CH:23][CH:22]=[CH:21][CH:20]=2)[C:9]2[CH:14]=[CH:13][CH:12]=[CH:11][CH:10]=2)[CH:5]=[CH:4][N:3]=1, predict the reactants needed to synthesize it. The reactants are: [Cl:1][C:2]1[N:7]=[C:6]([NH:8][C:9]2[CH:14]=[CH:13][CH:12]=[CH:11][CH:10]=2)[CH:5]=[CH:4][N:3]=1.[H-].[Na+].[CH2:17](Br)[CH2:18][C:19]1[CH:24]=[CH:23][CH:22]=[CH:21][CH:20]=1. (3) The reactants are: [N:1]1[C:2]([C:10]2[CH:17]=[CH:16][C:13]([CH:14]=[O:15])=[CH:12][CH:11]=2)=[CH:3][N:4]2[CH:9]=[CH:8][CH:7]=[CH:6][C:5]=12.[CH3:18][Mg]Br.[Cl-].[NH4+].O. Given the product [N:1]1[C:2]([C:10]2[CH:17]=[CH:16][C:13]([CH:14]([OH:15])[CH3:18])=[CH:12][CH:11]=2)=[CH:3][N:4]2[CH:9]=[CH:8][CH:7]=[CH:6][C:5]=12, predict the reactants needed to synthesize it. (4) Given the product [Br:31][C:26]1[N:25]=[C:24]([C@:21]2([CH3:23])[C@@H:20]([F:32])[C@H:19]([C:33]([F:36])([F:35])[F:34])[O:18][C:17]([NH:9][C:10](=[O:16])[O:11][C:12]([CH3:13])([CH3:15])[CH3:14])=[N:22]2)[C:29]([F:30])=[CH:28][CH:27]=1, predict the reactants needed to synthesize it. The reactants are: C([N:9]([C:17]1[O:18][C@H:19]([C:33]([F:36])([F:35])[F:34])[C@H:20]([F:32])[C@:21]([C:24]2[C:29]([F:30])=[CH:28][CH:27]=[C:26]([Br:31])[N:25]=2)([CH3:23])[N:22]=1)[C:10](=[O:16])[O:11][C:12]([CH3:15])([CH3:14])[CH3:13])(=O)C1C=CC=CC=1.N.